From a dataset of Forward reaction prediction with 1.9M reactions from USPTO patents (1976-2016). Predict the product of the given reaction. (1) Given the reactants [N:1]1([C:7]([N:9]2[CH2:15][C:14]3[CH:16]=[CH:17][C:18]([C:20]([O:22]C)=O)=[CH:19][C:13]=3[O:12][CH2:11][C@@H:10]2[C:24]2[CH:29]=[CH:28][C:27]([CH3:30])=[CH:26][CH:25]=2)=[O:8])[CH2:6][CH2:5][O:4][CH2:3][CH2:2]1.[NH2:31][OH:32].[OH-].[Na+], predict the reaction product. The product is: [OH:32][NH:31][C:20]([C:18]1[CH:17]=[CH:16][C:14]2[CH2:15][N:9]([C:7]([N:1]3[CH2:2][CH2:3][O:4][CH2:5][CH2:6]3)=[O:8])[C@@H:10]([C:24]3[CH:25]=[CH:26][C:27]([CH3:30])=[CH:28][CH:29]=3)[CH2:11][O:12][C:13]=2[CH:19]=1)=[O:22]. (2) Given the reactants CC(C)(C)C([O:5][C:6]1[C:11](=[O:12])[N:10]([CH3:13])[C:9]([C:14]2[S:15][CH:16]=[CH:17][C:18]=2[NH2:19])=[N:8][C:7]=1[C:20]([O:22]C)=[O:21])=O.[C:26](OC(=O)C)(=[O:28])[CH3:27], predict the reaction product. The product is: [C:26]([NH:19][C:18]1[CH:17]=[CH:16][S:15][C:14]=1[C:9]1[N:10]([CH3:13])[C:11](=[O:12])[C:6]([OH:5])=[C:7]([C:20]([OH:22])=[O:21])[N:8]=1)(=[O:28])[CH3:27]. (3) Given the reactants [CH3:1][C:2]([C:5]1[C:10]([C:11]2[CH:16]=[C:15]([O:17][CH3:18])[CH:14]=[CH:13][C:12]=2[F:19])=[CH:9][C:8]([CH2:20][O:21][C:22]2[CH:27]=[CH:26][C:25]([C@H:28](/[CH:35]=[CH:36]/[CH3:37])[CH2:29][C:30]([O:32]CC)=[O:31])=[CH:24][CH:23]=2)=[CH:7][CH:6]=1)([CH3:4])[CH3:3].C1COCC1.CCO.[OH-].[Li+], predict the reaction product. The product is: [CH3:4][C:2]([C:5]1[C:10]([C:11]2[CH:16]=[C:15]([O:17][CH3:18])[CH:14]=[CH:13][C:12]=2[F:19])=[CH:9][C:8]([CH2:20][O:21][C:22]2[CH:23]=[CH:24][C:25]([C@H:28](/[CH:35]=[CH:36]/[CH3:37])[CH2:29][C:30]([OH:32])=[O:31])=[CH:26][CH:27]=2)=[CH:7][CH:6]=1)([CH3:1])[CH3:3]. (4) Given the reactants [Cl:1][C:2]1[CH:3]=[C:4]2[C:8](=[CH:9][C:10]=1[Cl:11])[NH:7][C:6]([C:12]1[CH:20]=[CH:19][C:15]([C:16](O)=[O:17])=[CH:14][CH:13]=1)=[CH:5]2.CCN=C=NCCCN(C)C.C1C=NC2N(O)N=NC=2C=1.[NH2:42][CH:43]1[CH2:48][C:47]([CH3:50])([CH3:49])[N:46]([CH3:51])[C:45]([CH3:53])([CH3:52])[CH2:44]1.CCN(C(C)C)C(C)C.[OH-].[Na+], predict the reaction product. The product is: [Cl:1][C:2]1[CH:3]=[C:4]2[C:8](=[CH:9][C:10]=1[Cl:11])[NH:7][C:6]([C:12]1[CH:20]=[CH:19][C:15]([C:16]([NH:42][CH:43]3[CH2:44][C:45]([CH3:52])([CH3:53])[N:46]([CH3:51])[C:47]([CH3:50])([CH3:49])[CH2:48]3)=[O:17])=[CH:14][CH:13]=1)=[CH:5]2.